This data is from Full USPTO retrosynthesis dataset with 1.9M reactions from patents (1976-2016). The task is: Predict the reactants needed to synthesize the given product. (1) Given the product [CH3:40][C:39]1[N:41]=[C:11]([C@H:9]([NH:8][C:6](=[O:7])[O:5][C:1]([CH3:2])([CH3:3])[CH3:4])[CH3:10])[O:13][N:38]=1, predict the reactants needed to synthesize it. The reactants are: [C:1]([O:5][C:6]([NH:8][C@@H:9]([C:11]([OH:13])=O)[CH3:10])=[O:7])([CH3:4])([CH3:3])[CH3:2].O.ON1C2C=CC=CC=2N=N1.Cl.CN(C)CCCN=C=NCC.O[NH:38][C:39](=[NH:41])[CH3:40]. (2) Given the product [F:26][C:27]1[CH:45]=[CH:44][C:30]([CH2:31][N:32]([CH3:43])[C:33]([C:35]2[CH2:36][N:25]([CH:22]([CH3:24])[CH3:23])[C:38](=[O:41])[C:39]=2[OH:40])=[O:34])=[CH:29][CH:28]=1, predict the reactants needed to synthesize it. The reactants are: COC(=O)C(O)=CC(=O)N(CC1C=CC(F)=CC=1)C.C=O.[CH:22]([NH2:25])([CH3:24])[CH3:23].[F:26][C:27]1[CH:45]=[CH:44][C:30]([CH2:31][N:32]([CH3:43])[C:33]([C:35]2[CH2:36]N(C)[C:38](=[O:41])[C:39]=2[OH:40])=[O:34])=[CH:29][CH:28]=1. (3) Given the product [CH:18]1([C:21]2[CH:22]=[C:23]([CH:26]=[C:27]([O:11][CH2:12][C@@H:13]3[CH2:15][C:14]3([F:16])[F:17])[C:28]=2[I:29])[CH:24]=[O:25])[CH2:19][CH2:20]1, predict the reactants needed to synthesize it. The reactants are: CC1C=CC(S([O:11][CH2:12][C@@H:13]2[CH2:15][C:14]2([F:17])[F:16])(=O)=O)=CC=1.[CH:18]1([C:21]2[CH:22]=[C:23]([CH:26]=[C:27](O)[C:28]=2[I:29])[CH:24]=[O:25])[CH2:20][CH2:19]1.C(=O)([O-])[O-].[K+].[K+].CN(C=O)C. (4) Given the product [C:69]1([N:60]2[C:59]3[CH:58]=[CH:57][C:56]([C:53]4[CH:52]=[CH:51][C:50]([NH:78][C:77]5[CH:79]=[CH:80][CH:81]=[CH:82][C:76]=5[C:75]([O:84][CH3:85])=[O:83])=[CH:55][CH:54]=4)=[CH:68][C:67]=3[C:66]3[C:61]2=[CH:62][CH:63]=[CH:64][CH:65]=3)[CH:74]=[CH:73][CH:72]=[CH:71][CH:70]=1, predict the reactants needed to synthesize it. The reactants are: C(=O)([O-])[O-].[Cs+].[Cs+].CC1(C)C2C(=C(P(C3C=CC=CC=3)C3C=CC=CC=3)C=CC=2)OC2C(P(C3C=CC=CC=3)C3C=CC=CC=3)=CC=CC1=2.Br[C:50]1[CH:55]=[CH:54][C:53]([C:56]2[CH:57]=[CH:58][C:59]3[N:60]([C:69]4[CH:74]=[CH:73][CH:72]=[CH:71][CH:70]=4)[C:61]4[C:66]([C:67]=3[CH:68]=2)=[CH:65][CH:64]=[CH:63][CH:62]=4)=[CH:52][CH:51]=1.[C:75]([O:84][CH3:85])(=[O:83])[C:76]1[C:77](=[CH:79][CH:80]=[CH:81][CH:82]=1)[NH2:78]. (5) Given the product [CH3:13][O:12][C:10]1[C:6]2[C:7](=[O:9])[O:8][C:15]([CH3:16])=[N:14][C:5]=2[CH:4]=[C:3]([O:2][CH3:1])[CH:11]=1, predict the reactants needed to synthesize it. The reactants are: [CH3:1][O:2][C:3]1[CH:4]=[C:5]([NH2:14])[C:6](=[C:10]([O:12][CH3:13])[CH:11]=1)[C:7]([OH:9])=[O:8].[CH2:15](N(CC)CC)[CH3:16].C(OC(=O)C)(=O)C.O. (6) The reactants are: [CH2:1]([O:8][C@H:9]1[C@H:15]([O:16][CH2:17][C:18]2[CH:23]=[CH:22][CH:21]=[CH:20][CH:19]=2)[C@@H:14]([O:24][CH2:25][C:26]2[CH:31]=[CH:30][CH:29]=[CH:28][CH:27]=2)[C@:13]2([C:33]3[CH:38]=[CH:37][C:36]([Cl:39])=[C:35]([CH2:40][C:41]4[CH:46]=[CH:45][C:44]([O:47][CH2:48][C:49]([F:52])([F:51])[F:50])=[CH:43][CH:42]=4)[CH:34]=3)[O:32][C@@:10]1([CH2:53][OH:54])[CH2:11][O:12]2)[C:2]1[CH:7]=[CH:6][CH:5]=[CH:4][CH:3]=1.I(C1C=CC=CC=1C(O)=O)(=O)=O. Given the product [CH2:1]([O:8][C@H:9]1[C@H:15]([O:16][CH2:17][C:18]2[CH:23]=[CH:22][CH:21]=[CH:20][CH:19]=2)[C@@H:14]([O:24][CH2:25][C:26]2[CH:31]=[CH:30][CH:29]=[CH:28][CH:27]=2)[C@:13]2([C:33]3[CH:38]=[CH:37][C:36]([Cl:39])=[C:35]([CH2:40][C:41]4[CH:42]=[CH:43][C:44]([O:47][CH2:48][C:49]([F:52])([F:51])[F:50])=[CH:45][CH:46]=4)[CH:34]=3)[O:32][C@@:10]1([CH:53]=[O:54])[CH2:11][O:12]2)[C:2]1[CH:3]=[CH:4][CH:5]=[CH:6][CH:7]=1, predict the reactants needed to synthesize it.